From a dataset of CYP2D6 inhibition data for predicting drug metabolism from PubChem BioAssay. Regression/Classification. Given a drug SMILES string, predict its absorption, distribution, metabolism, or excretion properties. Task type varies by dataset: regression for continuous measurements (e.g., permeability, clearance, half-life) or binary classification for categorical outcomes (e.g., BBB penetration, CYP inhibition). Dataset: cyp2d6_veith. (1) The drug is CCC(C)C(NS(=O)(=O)c1ccc(C)cc1)C(=O)Oc1ccc2c3c(c(=O)oc2c1)CCC3. The result is 0 (non-inhibitor). (2) The molecule is O=C(CSc1nnc(CNc2ccc(F)cc2)o1)OC1CCCCC1. The result is 0 (non-inhibitor).